From a dataset of Forward reaction prediction with 1.9M reactions from USPTO patents (1976-2016). Predict the product of the given reaction. Given the reactants [C:1]([O:5][C:6](=[O:20])[CH2:7][N:8]1[C:17](=[O:18])[C:16]2[C:11](=[CH:12][CH:13]=[CH:14][CH:15]=2)[NH:10][C:9]1=[O:19])([CH3:4])([CH3:3])[CH3:2].Br[CH2:22][C:23]([NH:25][C:26]1[CH:31]=[C:30]([Cl:32])[N:29]=[C:28]([Cl:33])[CH:27]=1)=[O:24].C([O-])([O-])=O.[Cs+].[Cs+].O, predict the reaction product. The product is: [C:1]([O:5][C:6](=[O:20])[CH2:7][N:8]1[C:17](=[O:18])[C:16]2[C:11](=[CH:12][CH:13]=[CH:14][CH:15]=2)[N:10]([CH2:22][C:23](=[O:24])[NH:25][C:26]2[CH:31]=[C:30]([Cl:32])[N:29]=[C:28]([Cl:33])[CH:27]=2)[C:9]1=[O:19])([CH3:4])([CH3:2])[CH3:3].